This data is from Full USPTO retrosynthesis dataset with 1.9M reactions from patents (1976-2016). The task is: Predict the reactants needed to synthesize the given product. (1) Given the product [Cl:12][C:13]1[CH:20]=[C:19](/[CH:22]=[C:8](/[C:5]2[CH:6]=[CH:7][C:2]([Cl:1])=[CH:3][C:4]=2[F:11])\[C:9]#[N:10])[CH:16]=[CH:15][C:14]=1[F:21], predict the reactants needed to synthesize it. The reactants are: [Cl:1][C:2]1[CH:7]=[CH:6][C:5]([CH2:8][C:9]#[N:10])=[C:4]([F:11])[CH:3]=1.[Cl:12][C:13]1[CH:20]=[CH:19][C:16](C=O)=[CH:15][C:14]=1[F:21].[CH3:22][O-].[Na+]. (2) Given the product [CH3:1][O:2][C@@H:3]1[C@H:8]([C:9]([O:11][CH2:12][CH3:13])=[O:10])[CH2:7][CH2:6][N:5]([C:14]([O:16][C:17]([CH3:18])([CH3:20])[CH3:19])=[O:15])[CH2:4]1, predict the reactants needed to synthesize it. The reactants are: [CH3:1][O:2][C:3]1[CH2:4][N:5]([C:14]([O:16][C:17]([CH3:20])([CH3:19])[CH3:18])=[O:15])[CH2:6][CH2:7][C:8]=1[C:9]([O:11][CH2:12][CH3:13])=[O:10]. (3) Given the product [C:23]([C:13]1([NH:1][C:2]2[CH:3]=[CH:4][C:5]([CH2:8][CH2:9][CH2:10][C:11]#[N:12])=[CH:6][CH:7]=2)[CH2:17][CH2:16][CH2:15][CH2:14]1)#[N:24], predict the reactants needed to synthesize it. The reactants are: [NH2:1][C:2]1[CH:7]=[CH:6][C:5]([CH2:8][CH2:9][CH2:10][C:11]#[N:12])=[CH:4][CH:3]=1.[C:13]1(=O)[CH2:17][CH2:16][CH2:15][CH2:14]1.[Si]([C:23]#[N:24])(C)(C)C. (4) Given the product [NH2:23][C:9]1[C:8]([N:7]([CH:1]2[CH2:2][CH2:3][CH2:4][CH2:5][CH2:6]2)[CH2:24][CH:25]([CH3:26])[CH3:27])=[CH:13][C:12]([F:14])=[C:11]([C@H:29]2[CH2:31][C@H:30]2[C:32]([O:34][CH2:35][CH3:36])=[O:33])[CH:10]=1, predict the reactants needed to synthesize it. The reactants are: [CH:1]1([N:7]([CH2:24][CH:25]([CH3:27])[CH3:26])[C:8]2[C:9]([NH2:23])=[CH:10][C:11](B3OCC(C)(C)CO3)=[C:12]([F:14])[CH:13]=2)[CH2:6][CH2:5][CH2:4][CH2:3][CH2:2]1.I[C@H:29]1[CH2:31][C@H:30]1[C:32]([O:34][CH2:35][CH3:36])=[O:33].C([O-])([O-])=O.[Cs+].[Cs+]. (5) The reactants are: [CH:1]1([N:6]2[CH2:12][C:11]3([CH2:14][CH2:13]3)[C:10](=[O:15])[N:9]([CH3:16])[C:8]3[CH:17]=[N:18][C:19]([NH:21][C:22]4[CH:30]=[CH:29][C:25]([C:26]([OH:28])=O)=[CH:24][C:23]=4[O:31][CH3:32])=[N:20][C:7]2=3)[CH2:5][CH2:4][CH2:3][CH2:2]1.CCN(C(C)C)C(C)C.CN(C(ON1N=NC2C=CC=CC1=2)=[N+](C)C)C.[B-](F)(F)(F)F.[CH3:64][N:65]1[CH2:70][CH2:69][N:68]([CH:71]2[CH2:76][CH2:75][CH:74]([NH2:77])[CH2:73][CH2:72]2)[CH2:67][CH2:66]1. Given the product [CH:1]1([N:6]2[CH2:12][C:11]3([CH2:14][CH2:13]3)[C:10](=[O:15])[N:9]([CH3:16])[C:8]3[CH:17]=[N:18][C:19]([NH:21][C:22]4[CH:30]=[CH:29][C:25]([C:26]([NH:77][C@H:74]5[CH2:73][CH2:72][C@H:71]([N:68]6[CH2:67][CH2:66][N:65]([CH3:64])[CH2:70][CH2:69]6)[CH2:76][CH2:75]5)=[O:28])=[CH:24][C:23]=4[O:31][CH3:32])=[N:20][C:7]2=3)[CH2:2][CH2:3][CH2:4][CH2:5]1, predict the reactants needed to synthesize it. (6) Given the product [CH:10]12[CH2:14][CH:13]([CH:12]=[CH:11]1)[CH2:19][CH:20]2[CH2:6][CH2:7][OH:22], predict the reactants needed to synthesize it. The reactants are: C(N([CH2:6][CH3:7])CC)C.CO[C:10]1[CH:20]=[CH:19][C:13]([CH:14]=CC(Cl)=O)=[CH:12][CH:11]=1.C([O-])(O)=[O:22].[Na+].[NH4+].[Cl-]. (7) Given the product [CH3:46][N:47]([CH3:48])[CH:49]1[CH2:54][CH2:53][N:52]([C:43]([CH:40]2[CH2:39][CH2:38][CH:37]([NH:36][C:32]3[N:31]=[C:30]([N:25]4[C:26]5[C:22](=[C:21]([O:20][CH2:19][CH2:18][CH2:17][S:14]([CH3:13])(=[O:15])=[O:16])[CH:29]=[CH:28][CH:27]=5)[CH:23]=[CH:24]4)[CH:35]=[CH:34][N:33]=3)[CH2:42][CH2:41]2)=[O:45])[CH2:51][CH2:50]1, predict the reactants needed to synthesize it. The reactants are: C1N=CN(C(N2C=NC=C2)=O)C=1.[CH3:13][S:14]([CH2:17][CH2:18][CH2:19][O:20][C:21]1[CH:29]=[CH:28][CH:27]=[C:26]2[C:22]=1[CH:23]=[CH:24][N:25]2[C:30]1[CH:35]=[CH:34][N:33]=[C:32]([NH:36][CH:37]2[CH2:42][CH2:41][CH:40]([C:43]([OH:45])=O)[CH2:39][CH2:38]2)[N:31]=1)(=[O:16])=[O:15].[CH3:46][N:47]([CH:49]1[CH2:54][CH2:53][NH:52][CH2:51][CH2:50]1)[CH3:48]. (8) Given the product [CH:1]([O:4][C:5]([N:7]1[CH2:12][CH2:11][CH:10]([S:13][C:14]2[C:19]([CH3:20])=[C:18]([NH:33][C:24]3[CH:25]=[CH:26][C:27]([S:29]([CH3:32])(=[O:31])=[O:30])=[CH:28][C:23]=3[F:22])[N:17]=[CH:16][N:15]=2)[CH2:9][CH2:8]1)=[O:6])([CH3:3])[CH3:2], predict the reactants needed to synthesize it. The reactants are: [CH:1]([O:4][C:5]([N:7]1[CH2:12][CH2:11][CH:10]([S:13][C:14]2[C:19]([CH3:20])=[C:18](Cl)[N:17]=[CH:16][N:15]=2)[CH2:9][CH2:8]1)=[O:6])([CH3:3])[CH3:2].[F:22][C:23]1[CH:28]=[C:27]([S:29]([CH3:32])(=[O:31])=[O:30])[CH:26]=[CH:25][C:24]=1[NH2:33].CC(C)([O-])C.[Na+]. (9) Given the product [C:1]12([C:11]3[CH:12]=[C:13]([Br:21])[C:14]([OH:20])=[C:15]([NH2:17])[CH:16]=3)[CH2:2][CH:3]3[CH2:9][CH:7]([CH2:6][CH:5]([CH2:4]3)[CH2:10]1)[CH2:8]2, predict the reactants needed to synthesize it. The reactants are: [C:1]12([C:11]3[CH:16]=[C:15]([N+:17]([O-])=O)[C:14]([OH:20])=[C:13]([Br:21])[CH:12]=3)[CH2:10][CH:5]3[CH2:6][CH:7]([CH2:9][CH:3]([CH2:4]3)[CH2:2]1)[CH2:8]2.